This data is from Forward reaction prediction with 1.9M reactions from USPTO patents (1976-2016). The task is: Predict the product of the given reaction. (1) Given the reactants [O:1]=[C:2]1[CH:7]=[C:6]([CH:8]=[O:9])[CH:5]=[CH:4]N1.Cl[C:11]([F:16])([F:15])C([O-])=O.[Na+].[CH3:18]N(C=O)C, predict the reaction product. The product is: [F:15][CH:11]([F:16])[O:1][C:2]1[CH:7]=[C:6]([CH:5]=[CH:4][CH:18]=1)[CH:8]=[O:9]. (2) Given the reactants [NH2:1][CH:2]1[CH2:7][CH2:6][N:5]([CH2:8][CH2:9][N:10]2[C:19]3[C:14](=[CH:15][CH:16]=[C:17]([O:20][CH3:21])[CH:18]=3)[N:13]=[CH:12][C:11]2=[O:22])[CH2:4][CH:3]1[OH:23].O=[C:25]1[CH2:30][O:29][C:28]2[CH:31]=[CH:32][C:33]([CH:35]=O)=[N:34][C:27]=2[NH:26]1.C(O[BH-](OC(=O)C)OC(=O)C)(=O)C.[Na+], predict the reaction product. The product is: [OH:23][CH:3]1[CH:2]([NH:1][CH2:35][C:33]2[CH:32]=[CH:31][C:28]3[O:29][CH2:30][CH:25]=[N:26][C:27]=3[N:34]=2)[CH2:7][CH2:6][N:5]([CH2:8][CH2:9][N:10]2[C:19]3[C:14](=[CH:15][CH:16]=[C:17]([O:20][CH3:21])[CH:18]=3)[N:13]=[CH:12][C:11]2=[O:22])[CH2:4]1. (3) Given the reactants [CH2:1]([C:5]1[N:6]([CH2:34][C:35]2[CH:40]=[CH:39][C:38]([C:41]3[CH:46]=[CH:45][CH:44]=[CH:43][C:42]=3[C:47]3[N:51](C(C4C=CC=CC=4)(C4C=CC=CC=4)C4C=CC=CC=4)[N:50]=[N:49][N:48]=3)=[CH:37][CH:36]=2)[C:7]([C:11]([O:13][CH:14]([O:16][C:17]([O:19][CH2:20][CH2:21][CH2:22][C@@H:23]([O:30][N+:31]([O-:33])=[O:32])[C@H:24]([O:26][N+:27]([O-:29])=[O:28])[CH3:25])=[O:18])[CH3:15])=[O:12])=[C:8]([Cl:10])[N:9]=1)[CH2:2][CH2:3][CH3:4], predict the reaction product. The product is: [CH2:1]([C:5]1[N:6]([CH2:34][C:35]2[CH:40]=[CH:39][C:38]([C:41]3[CH:46]=[CH:45][CH:44]=[CH:43][C:42]=3[C:47]3[NH:51][N:50]=[N:49][N:48]=3)=[CH:37][CH:36]=2)[C:7]([C:11]([O:13][CH:14]([O:16][C:17]([O:19][CH2:20][CH2:21][CH2:22][C@@H:23]([O:30][N+:31]([O-:33])=[O:32])[C@H:24]([O:26][N+:27]([O-:29])=[O:28])[CH3:25])=[O:18])[CH3:15])=[O:12])=[C:8]([Cl:10])[N:9]=1)[CH2:2][CH2:3][CH3:4]. (4) Given the reactants [Cl:1][C:2]1[CH:7]=[CH:6][C:5]([S:8]([N:11]([CH2:19][C:20]2[CH:35]=[CH:34][C:23]([C:24]([NH:26][C:27]([CH3:33])([CH3:32])[C:28]([O:30]C)=[O:29])=[O:25])=[CH:22][CH:21]=2)[CH:12]2[CH2:17][CH2:16][CH2:15][CH2:14][CH:13]2[CH3:18])(=[O:10])=[O:9])=[CH:4][CH:3]=1.O.[OH-].[Li+], predict the reaction product. The product is: [Cl:1][C:2]1[CH:3]=[CH:4][C:5]([S:8]([N:11]([CH2:19][C:20]2[CH:21]=[CH:22][C:23]([C:24]([NH:26][C:27]([CH3:32])([CH3:33])[C:28]([OH:30])=[O:29])=[O:25])=[CH:34][CH:35]=2)[CH:12]2[CH2:17][CH2:16][CH2:15][CH2:14][CH:13]2[CH3:18])(=[O:9])=[O:10])=[CH:6][CH:7]=1. (5) Given the reactants [CH2:1]([O:3][C:4]1[CH:5]=[C:6]([CH:18]=[CH:19][CH:20]=1)[C:7]([N:9]1[CH2:13][C@H:12]([OH:14])[CH2:11][C@H:10]1[C:15]([OH:17])=O)=[O:8])[CH3:2].[C:21]1([C:29]2[CH:34]=[CH:33][CH:32]=[CH:31][CH:30]=2)[CH:26]=[CH:25][C:24]([CH2:27][NH2:28])=[CH:23][CH:22]=1.CCN(C(C)C)C(C)C.CN(C(ON1N=NC2C=CC=NC1=2)=[N+](C)C)C.F[P-](F)(F)(F)(F)F, predict the reaction product. The product is: [C:21]1([C:29]2[CH:30]=[CH:31][CH:32]=[CH:33][CH:34]=2)[CH:22]=[CH:23][C:24]([CH2:27][NH:28][C:15]([C@@H:10]2[CH2:11][C@@H:12]([OH:14])[CH2:13][N:9]2[C:7](=[O:8])[C:6]2[CH:18]=[CH:19][CH:20]=[C:4]([O:3][CH2:1][CH3:2])[CH:5]=2)=[O:17])=[CH:25][CH:26]=1. (6) Given the reactants [CH3:1][C:2]1[CH:3]=[N:4][N:5]([C:7]2[CH:12]=[CH:11][N:10]=[CH:9][C:8]=2[N:13]2[CH2:18][CH2:17][CH:16]([C:19]([OH:21])=O)[CH2:15][CH2:14]2)[CH:6]=1.CCN(C(C)C)C(C)C.[NH:31]1[CH2:38][CH2:37][CH2:36][C@@H:32]1[C:33]([NH2:35])=O.C(P1(=O)OP(=O)(CCC)OP(=O)(CCC)O1)CC.C(=O)([O-])O.[Na+], predict the reaction product. The product is: [CH3:1][C:2]1[CH:3]=[N:4][N:5]([C:7]2[CH:12]=[CH:11][N:10]=[CH:9][C:8]=2[N:13]2[CH2:14][CH2:15][CH:16]([C:19]([N:31]3[CH2:38][CH2:37][CH2:36][C@@H:32]3[C:33]#[N:35])=[O:21])[CH2:17][CH2:18]2)[CH:6]=1. (7) The product is: [NH2:16][CH2:15][CH:14]([N:11]1[CH2:12][CH2:13][N:8]([C:4]2[N:5]=[CH:6][N:7]=[C:2]([NH2:1])[C:3]=2[CH2:23][CH3:24])[CH2:9][CH2:10]1)[CH:17]1[CH2:22][CH2:21][CH2:20][CH2:19][CH2:18]1. Given the reactants [NH2:1][C:2]1[N:7]=[CH:6][N:5]=[C:4]([N:8]2[CH2:13][CH2:12][N:11]([CH:14]([CH:17]3[CH2:22][CH2:21][CH2:20][CH2:19][CH2:18]3)[C:15]#[N:16])[CH2:10][CH2:9]2)[C:3]=1[CH2:23][CH3:24].[Li], predict the reaction product.